From a dataset of Forward reaction prediction with 1.9M reactions from USPTO patents (1976-2016). Predict the product of the given reaction. (1) Given the reactants [CH3:1][O:2][C:3]1[CH:21]=[CH:20][C:6]([CH2:7][N:8]2[C:14](=[O:15])[CH2:13][CH2:12][CH2:11][C:10]3[CH:16]=[CH:17][CH:18]=[CH:19][C:9]2=3)=[CH:5][CH:4]=1.[Li+].CC([N-:26][CH:27](C)C)C.[CH:30]([O:32][CH2:33]C)=[O:31].[OH2:35], predict the reaction product. The product is: [OH:35][N:26]([CH2:27][CH:13]1[C:14](=[O:15])[NH:8][C:9]2[CH:19]=[CH:18][CH:17]=[CH:16][C:10]=2[CH2:11][CH2:12]1)[CH:33]=[O:32].[OH:31][CH2:30][CH:13]1[C:14](=[O:15])[N:8]([CH2:7][C:6]2[CH:5]=[CH:4][C:3]([O:2][CH3:1])=[CH:21][CH:20]=2)[C:9]2[CH:19]=[CH:18][CH:17]=[CH:16][C:10]=2[CH2:11][CH2:12]1. (2) The product is: [F:1][C:2]1[C:10]([N+:29]([O-:31])=[O:30])=[CH:9][CH:8]=[C:7]2[C:3]=1[CH2:4][CH2:5][N:6]2[C:11](=[O:13])[CH3:12]. Given the reactants [F:1][C:2]1[CH:10]=[CH:9][CH:8]=[C:7]2[C:3]=1[CH2:4][CH2:5][N:6]2[C:11](=[O:13])[CH3:12].FC1C=CC=C2C=1C=CN2.OS(O)(=O)=O.[N+:29]([O-])([OH:31])=[O:30], predict the reaction product. (3) The product is: [Cl:34][C:31]1[CH:32]=[CH:33][C:28]([C:25]2[O:24][C:23]([C@@H:21]([NH:20][C:16]3[N:15]=[C:14]([N:9]4[C@@H:8]([C@H:6]([OH:5])[CH3:7])[CH2:12][O:11][C:10]4=[O:13])[CH:19]=[CH:18][N:17]=3)[CH3:22])=[N:27][CH:26]=2)=[CH:29][CH:30]=1. Given the reactants C([O:5][C@@H:6]([C@H:8]1[CH2:12][O:11][C:10](=[O:13])[N:9]1[C:14]1[CH:19]=[CH:18][N:17]=[C:16]([NH:20][C@H:21]([C:23]2[O:24][C:25]([C:28]3[CH:33]=[CH:32][C:31]([Cl:34])=[CH:30][CH:29]=3)=[CH:26][N:27]=2)[CH3:22])[N:15]=1)[CH3:7])(C)(C)C.C(O)(C(F)(F)F)=O.O, predict the reaction product. (4) Given the reactants Br[C:2]1[NH:3][C:4]2[C:9]([C:10]=1[CH:11]1[CH2:16][CH2:15][CH2:14][CH2:13][CH2:12]1)=[CH:8][CH:7]=[C:6]([C:17]([O:19][CH3:20])=[O:18])[CH:5]=2.[CH3:21][O:22][CH2:23][O:24][C:25]1[CH:30]=[C:29]([O:31][S:32]([C:35]2[CH:40]=[CH:39][C:38]([CH3:41])=[CH:37][CH:36]=2)(=[O:34])=[O:33])[CH:28]=[CH:27][C:26]=1B(O)O.[Cl-].C([O-])([O-])=O.[Na+].[Na+], predict the reaction product. The product is: [CH:11]1([C:10]2[C:9]3[C:4](=[CH:5][C:6]([C:17]([O:19][CH3:20])=[O:18])=[CH:7][CH:8]=3)[NH:3][C:2]=2[C:26]2[CH:27]=[CH:28][C:29]([O:31][S:32]([C:35]3[CH:40]=[CH:39][C:38]([CH3:41])=[CH:37][CH:36]=3)(=[O:34])=[O:33])=[CH:30][C:25]=2[O:24][CH2:23][O:22][CH3:21])[CH2:16][CH2:15][CH2:14][CH2:13][CH2:12]1. (5) Given the reactants Br[CH2:2][C:3]1[N:8]([C:9]2[CH:14]=[CH:13][CH:12]=[C:11]([C:15]([F:18])([F:17])[F:16])[CH:10]=2)[C:7](=[O:19])[NH:6][CH:5]([C:20]2[CH:25]=[CH:24][C:23]([C:26]#[N:27])=[CH:22][C:21]=2[S:28]([CH3:31])(=[O:30])=[O:29])[C:4]=1[C:32](OCC)=[O:33].[C:37]1([NH:43][NH2:44])[CH:42]=[CH:41][CH:40]=[CH:39][CH:38]=1, predict the reaction product. The product is: [O:19]=[C:7]1[N:8]([C:9]2[CH:14]=[CH:13][CH:12]=[C:11]([C:15]([F:16])([F:17])[F:18])[CH:10]=2)[C:3]2[CH2:2][N:43]([C:37]3[CH:42]=[CH:41][CH:40]=[CH:39][CH:38]=3)[NH:44][C:32](=[O:33])[C:4]=2[CH:5]([C:20]2[CH:25]=[CH:24][C:23]([C:26]#[N:27])=[CH:22][C:21]=2[S:28]([CH3:31])(=[O:29])=[O:30])[NH:6]1. (6) Given the reactants O.[OH-].[Li+].[C:4]([NH:12][CH:13]([C:20]1[CH:25]=[CH:24][CH:23]=[C:22]([NH:26][S:27]([C:30]2[CH:35]=[CH:34][CH:33]=[C:32]([NH:36][C:37]([NH2:39])=[NH:38])[CH:31]=2)(=[O:29])=[O:28])[CH:21]=1)[CH2:14][C:15]([O:17]CC)=[O:16])(=[O:11])[C:5]1[CH:10]=[CH:9][CH:8]=[CH:7][CH:6]=1, predict the reaction product. The product is: [C:4]([NH:12][CH:13]([C:20]1[CH:25]=[CH:24][CH:23]=[C:22]([NH:26][S:27]([C:30]2[CH:35]=[CH:34][CH:33]=[C:32]([NH:36][C:37]([NH2:39])=[NH:38])[CH:31]=2)(=[O:29])=[O:28])[CH:21]=1)[CH2:14][C:15]([OH:17])=[O:16])(=[O:11])[C:5]1[CH:10]=[CH:9][CH:8]=[CH:7][CH:6]=1.